Dataset: Forward reaction prediction with 1.9M reactions from USPTO patents (1976-2016). Task: Predict the product of the given reaction. (1) Given the reactants [F:1][C:2]1[C:3]([I:31])=[C:4]2[C:14]3[C:9](=[CH:10][N:11]=[C:12]([C:15]4[CH:16]=[N:17][N:18]([CH3:20])[CH:19]=4)[CH:13]=3)[N:8](S(C3C=CC(C)=CC=3)(=O)=O)[C:5]2=[N:6][CH:7]=1.[OH-].[Li+].O.[Cl-].[NH4+], predict the reaction product. The product is: [F:1][C:2]1[C:3]([I:31])=[C:4]2[C:14]3[C:9](=[CH:10][N:11]=[C:12]([C:15]4[CH:16]=[N:17][N:18]([CH3:20])[CH:19]=4)[CH:13]=3)[NH:8][C:5]2=[N:6][CH:7]=1. (2) Given the reactants [F:1][C:2]1[CH:7]=[CH:6][C:5]([NH:8][C:9]([C:11]2([C:14]([NH:16][C:17]3[CH:22]=[CH:21][C:20]([O:23][C:24]4[C:33]5[C:28](=[CH:29][C:30]([O:36]CC6C=CC=CC=6)=[C:31]([O:34][CH3:35])[CH:32]=5)[N:27]=[CH:26][N:25]=4)=[C:19]([F:44])[CH:18]=3)=[O:15])[CH2:13][CH2:12]2)=[O:10])=[CH:4][CH:3]=1.C(O)(=O)C.ClCCl.CO, predict the reaction product. The product is: [F:1][C:2]1[CH:3]=[CH:4][C:5]([NH:8][C:9]([C:11]2([C:14]([NH:16][C:17]3[CH:22]=[CH:21][C:20]([O:23][C:24]4[C:33]5[C:28](=[CH:29][C:30]([OH:36])=[C:31]([O:34][CH3:35])[CH:32]=5)[N:27]=[CH:26][N:25]=4)=[C:19]([F:44])[CH:18]=3)=[O:15])[CH2:13][CH2:12]2)=[O:10])=[CH:6][CH:7]=1. (3) Given the reactants [CH3:1][O:2][C:3]1[CH:4]=[C:5]2[CH2:14][CH:13]([CH2:15][CH:16]3[CH2:21][CH2:20][N:19]([CH2:22][C:23]4[CH:24]=[CH:25][CH:26]=[CH:27][CH:28]=4)[CH2:18][CH2:17]3)[C:11](=[O:12])[C:6]2=[CH:7][C:8]=1[O:9][CH3:10].[C:29]([OH:36])(=[O:35])/[CH:30]=[CH:31]\[C:32]([OH:34])=[O:33], predict the reaction product. The product is: [CH3:1][O:2][C:3]1[CH:4]=[C:5]2[CH2:14][CH:13]([CH2:15][CH:16]3[CH2:17][CH2:18][N:19]([CH2:22][C:23]4[CH:28]=[CH:27][CH:26]=[CH:25][CH:24]=4)[CH2:20][CH2:21]3)[C:11](=[O:12])[C:6]2=[CH:7][C:8]=1[O:9][CH3:10].[C:29]([O-:36])(=[O:35])/[CH:30]=[CH:31]\[C:32]([O-:34])=[O:33]. (4) Given the reactants [Cl:1][C:2]1[CH:3]=[C:4]([C:8]2([CH:13]=[O:14])[CH2:12][CH2:11][CH2:10][CH2:9]2)[CH:5]=[CH:6][CH:7]=1.FC(F)(F)C1C=CC(C2(CO)CCCC2)=CC=1, predict the reaction product. The product is: [Cl:1][C:2]1[CH:3]=[C:4]([C:8]2([CH2:13][OH:14])[CH2:12][CH2:11][CH2:10][CH2:9]2)[CH:5]=[CH:6][CH:7]=1. (5) Given the reactants Cl[C:2]1[CH:3]=[C:4]2[NH:10][CH:9]=[CH:8][C:5]2=[N:6][CH:7]=1.[O:11]([C:18]1[CH:23]=[CH:22][C:21](B(O)O)=[CH:20][CH:19]=1)[C:12]1[CH:17]=[CH:16][CH:15]=[CH:14][CH:13]=1.I[CH:28]1[CH2:31][N:30]([C:32]([O:34]C(C)(C)C)=O)[CH2:29]1.[C:39](Cl)(=O)[CH:40]=C, predict the reaction product. The product is: [O:11]([C:18]1[CH:23]=[CH:22][C:21]([C:2]2[CH:3]=[C:4]3[N:10]([CH:28]4[CH2:29][N:30]([C:32](=[O:34])[CH:39]=[CH2:40])[CH2:31]4)[CH:9]=[CH:8][C:5]3=[N:6][CH:7]=2)=[CH:20][CH:19]=1)[C:12]1[CH:17]=[CH:16][CH:15]=[CH:14][CH:13]=1. (6) Given the reactants [Br:1][C:2]1[C:7]([F:8])=[CH:6][C:5]([CH2:9][OH:10])=[C:4]([Cl:11])[CH:3]=1.[Cl-].[C:13]([SiH:17]([CH3:19])[CH3:18])([CH3:16])([CH3:15])[CH3:14].N1C=CN=C1, predict the reaction product. The product is: [Br:1][C:2]1[C:7]([F:8])=[CH:6][C:5]([CH2:9][O:10][Si:17]([C:13]([CH3:16])([CH3:15])[CH3:14])([CH3:19])[CH3:18])=[C:4]([Cl:11])[CH:3]=1. (7) Given the reactants [CH3:1][O:2][C:3]1[CH:4]=[C:5]2[C:9](=[CH:10][CH:11]=1)[NH:8][C:7]([CH3:12])=[C:6]2[C:13](=[O:18])[C:14]([O:16][CH3:17])=[O:15].CS(O[CH2:24][C:25]1[CH:30]=[N:29][C:28]([Cl:31])=[CH:27][N:26]=1)(=O)=O.C(=O)([O-])[O-].[K+].[K+].[Cl-].[Na+], predict the reaction product. The product is: [Cl:31][C:28]1[N:29]=[CH:30][C:25]([CH2:24][N:8]2[C:9]3[C:5](=[CH:4][C:3]([O:2][CH3:1])=[CH:11][CH:10]=3)[C:6]([C:13](=[O:18])[C:14]([O:16][CH3:17])=[O:15])=[C:7]2[CH3:12])=[N:26][CH:27]=1. (8) The product is: [CH:26]([C:27]1[S:28][C:5]2[S:12][C:13]3[CH:14]=[CH:15][CH:16]=[CH:17][C:18]=3[NH:1][C:2](=[O:22])[C:6]=2[CH:7]=1)([CH3:34])[CH3:29]. Given the reactants [NH2:1][C:2]1SC(C(C)C)=[C:5]([S:12][C:13]2[CH:18]=[CH:17][CH:16]=[CH:15][CH:14]=2)[C:6]=1[C:7](OCC)=O.[OH2:22].C1(C)[CH:28]=[CH:27][C:26]([S:29](O)(=O)=O)=CC=1.[C:34]1(C)C=CC=CC=1, predict the reaction product. (9) Given the reactants Cl[C:2]1[CH:11]=[CH:10][C:9]2[CH2:8][N:7]([C:12]([O:14][C:15]([CH3:18])([CH3:17])[CH3:16])=[O:13])[CH2:6][CH2:5][C:4]=2[N:3]=1.[CH:19]1([N:23]2[CH2:28][CH2:27][CH:26]([OH:29])[CH2:25][CH2:24]2)[CH2:22][CH2:21][CH2:20]1.CC(C)([O-])C.[K+], predict the reaction product. The product is: [CH:19]1([N:23]2[CH2:24][CH2:25][CH:26]([O:29][C:2]3[CH:11]=[CH:10][C:9]4[CH2:8][N:7]([C:12]([O:14][C:15]([CH3:18])([CH3:17])[CH3:16])=[O:13])[CH2:6][CH2:5][C:4]=4[N:3]=3)[CH2:27][CH2:28]2)[CH2:22][CH2:21][CH2:20]1. (10) Given the reactants Br[C:2]1[CH:12]=[CH:11][CH:10]=[C:4]2[C:5]([NH:7][C:8](=[O:9])[C:3]=12)=[O:6].[C:13]1(B(O)O)[CH:18]=[CH:17][CH:16]=[CH:15][CH:14]=1.C(=O)([O-])[O-:23].[Cs+].[Cs+].C(=O)(O)[O-].[Na+].[CH3:33][O:34][CH2:35][CH2:36]OC, predict the reaction product. The product is: [CH3:33][O:34][C:35](=[O:23])[CH2:36][N:7]1[C:5](=[O:6])[C:4]2[C:3](=[CH:2][CH:12]=[C:11]([C:13]3[CH:18]=[CH:17][CH:16]=[CH:15][CH:14]=3)[CH:10]=2)[C:8]1=[O:9].